From a dataset of Forward reaction prediction with 1.9M reactions from USPTO patents (1976-2016). Predict the product of the given reaction. (1) Given the reactants [C:1]1([CH2:7][CH2:8][CH:9]=O)[CH:6]=[CH:5][CH:4]=[CH:3][CH:2]=1.[CH:11](=[O:14])[CH2:12][CH3:13], predict the reaction product. The product is: [CH3:13][C:12](=[CH:9][CH2:8][CH2:7][C:1]1[CH:2]=[CH:3][CH:4]=[CH:5][CH:6]=1)[CH:11]=[O:14]. (2) Given the reactants [CH3:1][C:2]1[CH:3]=[C:4]([NH:9][C:10]([NH:12]C(=O)C2C=CC=CC=2)=[S:11])[CH:5]=[C:6]([CH3:8])[CH:7]=1.C[O-].[Na+], predict the reaction product. The product is: [CH3:8][C:6]1[CH:5]=[C:4]([NH:9][C:10]([NH2:12])=[S:11])[CH:3]=[C:2]([CH3:1])[CH:7]=1. (3) Given the reactants [C:1]([CH2:4][CH2:5][C:6]1[C:7]([CH3:27])=[C:8](C(O)=O)[NH:9][C:10]=1[CH:11]=[C:12]1[C:20]2[C:15](=[CH:16][C:17]([O:21][CH3:22])=[CH:18][CH:19]=2)[NH:14][C:13]1=[O:23])([OH:3])=[O:2].[OH-].[K+].O.Cl, predict the reaction product. The product is: [CH3:22][O:21][C:17]1[CH:16]=[C:15]2[C:20]([C:12](=[CH:11][C:10]3[NH:9][CH:8]=[C:7]([CH3:27])[C:6]=3[CH2:5][CH2:4][C:1]([OH:3])=[O:2])[C:13](=[O:23])[NH:14]2)=[CH:19][CH:18]=1. (4) Given the reactants [F:1][C:2]([F:11])([F:10])[C:3]1[CH:4]=[C:5]([SH:9])[CH:6]=[CH:7][CH:8]=1.C([O-])([O-])=O.[K+].[K+].CS(O[CH:23]1[CH2:28][CH2:27][O:26][CH:25]([C:29]2[CH:34]=[CH:33][C:32]([Cl:35])=[CH:31][N:30]=2)[CH2:24]1)(=O)=O, predict the reaction product. The product is: [Cl:35][C:32]1[CH:33]=[CH:34][C:29]([CH:25]2[CH2:24][CH:23]([S:9][C:5]3[CH:6]=[CH:7][CH:8]=[C:3]([C:2]([F:1])([F:10])[F:11])[CH:4]=3)[CH2:28][CH2:27][O:26]2)=[N:30][CH:31]=1. (5) Given the reactants [C:1]([O:5][C:6]([NH:8][CH2:9][CH:10]1[CH2:19][CH2:18][C:17]2[C:12](=[CH:13][CH:14]=[C:15]([C:20](OC)=[O:21])[CH:16]=2)[CH2:11]1)=[O:7])([CH3:4])([CH3:3])[CH3:2].[H-].C([Al+]CC(C)C)C(C)C.CCCCCC.CO, predict the reaction product. The product is: [C:1]([O:5][C:6]([NH:8][CH2:9][CH:10]1[CH2:19][CH2:18][C:17]2[C:12](=[CH:13][CH:14]=[C:15]([CH2:20][OH:21])[CH:16]=2)[CH2:11]1)=[O:7])([CH3:4])([CH3:2])[CH3:3]. (6) Given the reactants [Br:1][C:2]1[C:8]([C:9]([F:12])([F:11])[F:10])=[CH:7][C:5]([NH2:6])=[CH:4][C:3]=1[C:13]([F:16])([F:15])[F:14].[C:17]1(C)[CH:22]=[CH:21][C:20](S([O-])(=O)=O)=[CH:19][CH:18]=1.[NH+:28]1C=CC=CC=1.[BH4-].[Na+].[Cl-].[NH4+], predict the reaction product. The product is: [Br:1][C:2]1[C:8]([C:9]([F:11])([F:10])[F:12])=[CH:7][C:5]([NH:6][CH2:17][C:18]2[CH:19]=[CH:20][CH:21]=[CH:22][N:28]=2)=[CH:4][C:3]=1[C:13]([F:14])([F:15])[F:16]. (7) Given the reactants [C:1]([C:5]1[CH:14]=[C:13]2[C:8]([C:9](=[O:45])[N:10]([C:15]3[CH:20]=[CH:19][CH:18]=[C:17]([C:21]4[CH:26]=[C:25]([NH:27][C:28]5[CH:33]=[CH:32][C:31]([C:34]([N:36]6[CH2:41][CH2:40][O:39][CH2:38][CH2:37]6)=[O:35])=[CH:30][N:29]=5)[C:24](=[O:42])[N:23]([CH3:43])[N:22]=4)[C:16]=3[CH3:44])[CH:11]=[N:12]2)=[CH:7][CH:6]=1)([CH3:4])([CH3:3])[CH3:2].C([BH3-])#N.[Na+], predict the reaction product. The product is: [C:1]([C:5]1[CH:14]=[C:13]2[C:8]([C:9](=[O:45])[N:10]([C:15]3[CH:20]=[CH:19][CH:18]=[C:17]([C:21]4[CH:26]=[C:25]([NH:27][C:28]5[CH:33]=[CH:32][C:31]([C:34]([N:36]6[CH2:41][CH2:40][O:39][CH2:38][CH2:37]6)=[O:35])=[CH:30][N:29]=5)[C:24](=[O:42])[N:23]([CH3:43])[N:22]=4)[C:16]=3[CH3:44])[CH2:11][NH:12]2)=[CH:7][CH:6]=1)([CH3:4])([CH3:3])[CH3:2].